This data is from Catalyst prediction with 721,799 reactions and 888 catalyst types from USPTO. The task is: Predict which catalyst facilitates the given reaction. (1) Reactant: C([O-])(O)=O.[Na+].[CH3:6][N:7]([CH3:22])[C:8]1[CH:17]=[CH:16][CH:15]=[C:14]2[C:9]=1[CH:10]=[CH:11][CH:12]=[C:13]2[S:18](Cl)(=[O:20])=[O:19].Cl.CN.[CH2:26]([N:28](CC)CC)C. Product: [CH3:26][NH:28][S:18]([C:13]1[C:14]2[C:9](=[C:8]([N:7]([CH3:22])[CH3:6])[CH:17]=[CH:16][CH:15]=2)[CH:10]=[CH:11][CH:12]=1)(=[O:20])=[O:19]. The catalyst class is: 95. (2) Reactant: C([O:5][C:6](=[O:40])[CH:7]([NH:17][C:18]([C:20]1[CH:25]=[CH:24][C:23]([C:26]2[CH:31]=[CH:30][C:29]([NH:32][C:33]([C:35]3[O:36][CH:37]=[CH:38][CH:39]=3)=[O:34])=[CH:28][CH:27]=2)=[CH:22][CH:21]=1)=[O:19])[CH2:8][CH2:9][C:10]([O:12]C(C)(C)C)=[O:11])(C)(C)C.C(O)(C(F)(F)F)=O. Product: [O:36]1[CH:37]=[CH:38][CH:39]=[C:35]1[C:33]([NH:32][C:29]1[CH:28]=[CH:27][C:26]([C:23]2[CH:24]=[CH:25][C:20]([C:18]([NH:17][CH:7]([CH2:8][CH2:9][C:10]([OH:12])=[O:11])[C:6]([OH:40])=[O:5])=[O:19])=[CH:21][CH:22]=2)=[CH:31][CH:30]=1)=[O:34]. The catalyst class is: 68. (3) Reactant: Cl.[CH3:2][O:3][C:4]1[CH:5]=[C:6]([C:12]2[C:13]([CH3:25])([CH3:24])[C:14](=[O:23])[N:15]([CH:17]3[CH2:22][CH2:21][NH:20][CH2:19][CH2:18]3)[N:16]=2)[CH:7]=[CH:8][C:9]=1[O:10][CH3:11].[F:26][C:27]1[CH:35]=[CH:34][C:33]([O:36][CH2:37][O:38][CH3:39])=[CH:32][C:28]=1[C:29](O)=[O:30].C1C=CC2N(O)N=NC=2C=1.Cl. Product: [CH3:2][O:3][C:4]1[CH:5]=[C:6]([C:12]2[C:13]([CH3:25])([CH3:24])[C:14](=[O:23])[N:15]([CH:17]3[CH2:22][CH2:21][N:20]([C:29]([C:28]4[CH:32]=[C:33]([O:36][CH2:37][O:38][CH3:39])[CH:34]=[CH:35][C:27]=4[F:26])=[O:30])[CH2:19][CH2:18]3)[N:16]=2)[CH:7]=[CH:8][C:9]=1[O:10][CH3:11]. The catalyst class is: 2. (4) Reactant: [S:1]1[CH:5]=[CH:4][C:3]2[CH:6]=[CH:7][CH:8]=[CH:9][C:2]1=2.[C:10](O)(=[O:14])[C:11]([CH3:13])=[CH2:12]. Product: [CH3:12][CH:11]1[CH2:13][C:4]2[C:3]3[CH:6]=[CH:7][CH:8]=[CH:9][C:2]=3[S:1][C:5]=2[C:10]1=[O:14]. The catalyst class is: 4. (5) Reactant: [N:1]([CH2:4][S:5][CH3:6])=[C:2]=[O:3].[N+:7](=[C:9]1[C:13](/[CH:14]=[CH:15]/[C:16]2[CH:23]=[CH:22][C:19]([C:20]#[N:21])=[CH:18][CH:17]=2)=[N:12][CH:11]=[N:10]1)=[N-:8]. Product: [CH3:6][S:5][CH2:4][N:1]1[C:2](=[O:3])[N:10]2[CH:11]=[N:12][C:13](/[CH:14]=[CH:15]/[C:16]3[CH:23]=[CH:22][C:19]([C:20]#[N:21])=[CH:18][CH:17]=3)=[C:9]2[N:7]=[N:8]1. The catalyst class is: 16.